This data is from Catalyst prediction with 721,799 reactions and 888 catalyst types from USPTO. The task is: Predict which catalyst facilitates the given reaction. (1) Reactant: [F:1][C:2]1[CH:3]=[C:4]([C:10]2[CH:11]=[CH:12][C:13](=[O:16])[NH:14][N:15]=2)[CH:5]=[C:6]([F:9])[C:7]=1[F:8].O[CH2:18][C:19]1[CH:20]=[C:21]([C:25]2[N:30]=[CH:29][C:28](/[CH:31]=[CH:32]/[C:33]([O:35][CH3:36])=[O:34])=[CH:27][N:26]=2)[CH:22]=[CH:23][CH:24]=1.C1(P(C2C=CC=CC=2)C2C=CC=CC=2)C=CC=CC=1.N(C(OCC)=O)=NC(OCC)=O. Product: [O:16]=[C:13]1[N:14]([CH2:18][C:19]2[CH:20]=[C:21]([C:25]3[N:26]=[CH:27][C:28](/[CH:31]=[CH:32]/[C:33]([O:35][CH3:36])=[O:34])=[CH:29][N:30]=3)[CH:22]=[CH:23][CH:24]=2)[N:15]=[C:10]([C:4]2[CH:5]=[C:6]([F:9])[C:7]([F:8])=[C:2]([F:1])[CH:3]=2)[CH:11]=[CH:12]1. The catalyst class is: 1. (2) Reactant: [S:1]1[CH:5]=[CH:4][C:3]([C:6]2[N:11]=[CH:10][C:9]([CH:12](O)[CH3:13])=[CH:8][CH:7]=2)=[CH:2]1.[CH:15]1[N:19]=[CH:18][N:17](C([N:17]2[CH:18]=[N:19][CH:15]=[CH:16]2)=O)[CH:16]=1. Product: [N:17]1([CH:12]([C:9]2[CH:8]=[CH:7][C:6]([C:3]3[CH:4]=[CH:5][S:1][CH:2]=3)=[N:11][CH:10]=2)[CH3:13])[CH:16]=[CH:15][N:19]=[CH:18]1. The catalyst class is: 37.